Dataset: Full USPTO retrosynthesis dataset with 1.9M reactions from patents (1976-2016). Task: Predict the reactants needed to synthesize the given product. Given the product [C:45]([Si:49]([O:50][C@H:51]1[CH2:52][CH2:53][CH2:54][C@H:55]([O:41][C:39]2[CH:40]=[C:35]([F:34])[CH:36]=[CH:37][C:38]=2[N+:42]([O-:44])=[O:43])[CH2:56]1)([CH3:59])[CH3:58])([CH3:48])([CH3:46])[CH3:47], predict the reactants needed to synthesize it. The reactants are: C(OC(N=NC(OC(C)C)=O)=O)(C)C.C1(P(C2C=CC=CC=2)C2C=CC=CC=2)C=CC=CC=1.[F:34][C:35]1[CH:36]=[CH:37][C:38]([N+:42]([O-:44])=[O:43])=[C:39]([OH:41])[CH:40]=1.[C:45]([Si:49]([CH3:59])([CH3:58])[O:50][CH:51]1[CH2:56][CH2:55][CH2:54][CH:53](O)[CH2:52]1)([CH3:48])([CH3:47])[CH3:46].